From a dataset of Reaction yield outcomes from USPTO patents with 853,638 reactions. Predict the reaction yield, written as a fraction of the theoretical maximum amount of product (1.0 means a 100% yield; for example, 0.34 means a 34% yield). (1) The reactants are [F:1][C:2]1[CH:3]=[C:4]([C@@H:9]2[CH2:13][NH:12][CH2:11][C@H:10]2[NH:14][C:15](=[O:21])[O:16][C:17]([CH3:20])([CH3:19])[CH3:18])[CH:5]=[CH:6][C:7]=1[F:8].[S:22]1[CH:26]=[C:25]([CH:27]=O)[N:24]=[N:23]1.CCN(C(C)C)C(C)C.C(O[BH-](OC(=O)C)OC(=O)C)(=O)C.[Na+]. The catalyst is C(Cl)Cl. The product is [S:22]1[CH:26]=[C:25]([CH2:27][N:12]2[CH2:13][C@@H:9]([C:4]3[CH:5]=[CH:6][C:7]([F:8])=[C:2]([F:1])[CH:3]=3)[C@H:10]([NH:14][C:15](=[O:21])[O:16][C:17]([CH3:18])([CH3:20])[CH3:19])[CH2:11]2)[N:24]=[N:23]1. The yield is 0.843. (2) The yield is 0.750. The reactants are [S:1]1[C:5]2[CH:6]=[CH:7][CH:8]=[CH:9][C:4]=2[N:3]=[C:2]1[NH:10][C:11]([N:13]1[C:22]2[C:17](=[CH:18][CH:19]=[C:20]([C:23]3[N:28]=[C:27]([C:29]([O:31]C)=[O:30])[C:26]([O:33][CH2:34][CH2:35][O:36][C:37]4[CH:42]=[CH:41][CH:40]=[CH:39][CH:38]=4)=[CH:25][CH:24]=3)[CH:21]=2)[CH2:16][CH2:15][CH2:14]1)=[O:12].[Li+].[OH-].O. The product is [S:1]1[C:5]2[CH:6]=[CH:7][CH:8]=[CH:9][C:4]=2[N:3]=[C:2]1[NH:10][C:11]([N:13]1[C:22]2[C:17](=[CH:18][CH:19]=[C:20]([C:23]3[N:28]=[C:27]([C:29]([OH:31])=[O:30])[C:26]([O:33][CH2:34][CH2:35][O:36][C:37]4[CH:38]=[CH:39][CH:40]=[CH:41][CH:42]=4)=[CH:25][CH:24]=3)[CH:21]=2)[CH2:16][CH2:15][CH2:14]1)=[O:12]. The catalyst is CO.C(OCC)C. (3) The reactants are [CH:1]([N:4]1[CH2:10][CH2:9][CH2:8][NH:7][CH2:6][CH2:5]1)([CH3:3])[CH3:2].Cl[C:12]1[N:13]=[CH:14][C:15]([C:18]([NH:20][C:21]2[NH:22][N:23]=[C:24]([CH2:26][CH2:27][C:28]3[CH:33]=[C:32]([O:34][CH3:35])[CH:31]=[C:30]([O:36][CH3:37])[CH:29]=3)[CH:25]=2)=[O:19])=[N:16][CH:17]=1. The catalyst is CS(C)=O.CO. The product is [CH3:35][O:34][C:32]1[CH:33]=[C:28]([CH2:27][CH2:26][C:24]2[CH:25]=[C:21]([NH:20][C:18]([C:15]3[CH:14]=[N:13][C:12]([N:7]4[CH2:8][CH2:9][CH2:10][N:4]([CH:1]([CH3:3])[CH3:2])[CH2:5][CH2:6]4)=[CH:17][N:16]=3)=[O:19])[NH:22][N:23]=2)[CH:29]=[C:30]([O:36][CH3:37])[CH:31]=1. The yield is 0.420.